The task is: Predict which catalyst facilitates the given reaction.. This data is from Catalyst prediction with 721,799 reactions and 888 catalyst types from USPTO. (1) Reactant: Br[C:2]1[CH:3]=[C:4]([CH:14]=[CH:15][CH:16]=1)[O:5][CH2:6][CH2:7][N:8]1[CH2:13][CH2:12][O:11][CH2:10][CH2:9]1.CCCCCC.C([Li])CCC.[B:28](OC(C)C)([O:33]C(C)C)[O:29]C(C)C. Product: [O:11]1[CH2:12][CH2:13][N:8]([CH2:7][CH2:6][O:5][C:4]2[CH:3]=[C:2]([B:28]([OH:33])[OH:29])[CH:16]=[CH:15][CH:14]=2)[CH2:9][CH2:10]1. The catalyst class is: 1. (2) Reactant: Cl[C:2]1[N:7]=[CH:6][C:5]([S:8]([C:11]2[N:15]([C:16]3[CH:21]=[CH:20][CH:19]=[CH:18][C:17]=3[F:22])[N:14]=[C:13]([CH2:23][N:24]([CH3:32])[C:25](=[O:31])[O:26][C:27]([CH3:30])([CH3:29])[CH3:28])[CH:12]=2)(=[O:10])=[O:9])=[CH:4][CH:3]=1.[CH3:33]B(O)O.C(=O)([O-])[O-].[K+].[K+].S([O-])([O-])(=O)=O.[Na+].[Na+]. Product: [F:22][C:17]1[CH:18]=[CH:19][CH:20]=[CH:21][C:16]=1[N:15]1[C:11]([S:8]([C:5]2[CH:6]=[N:7][C:2]([CH3:33])=[CH:3][CH:4]=2)(=[O:10])=[O:9])=[CH:12][C:13]([CH2:23][N:24]([CH3:32])[C:25](=[O:31])[O:26][C:27]([CH3:30])([CH3:29])[CH3:28])=[N:14]1. The catalyst class is: 755. (3) Reactant: [F:1][C:2]1[CH:7]=[C:6]([N+:8]([O-])=O)[CH:5]=[CH:4][C:3]=1[N:11]1[CH2:16][CH2:15][S:14](=[O:18])(=[O:17])[CH2:13][CH2:12]1. Product: [O:18]=[S:14]1(=[O:17])[CH2:13][CH2:12][N:11]([C:3]2[CH:4]=[CH:5][C:6]([NH2:8])=[CH:7][C:2]=2[F:1])[CH2:16][CH2:15]1. The catalyst class is: 50. (4) The catalyst class is: 172. Reactant: [C:9](O[C:9]([O:11][C:12]([CH3:15])([CH3:14])[CH3:13])=[O:10])([O:11][C:12]([CH3:15])([CH3:14])[CH3:13])=[O:10].[I:16][C:17]1[CH:22]=[CH:21][C:20]([S:23]([NH2:26])(=[O:25])=[O:24])=[CH:19][CH:18]=1.C(N(CC)CC)C. Product: [C:12]([O:11][C:9]([NH:26][S:23]([C:20]1[CH:19]=[CH:18][C:17]([I:16])=[CH:22][CH:21]=1)(=[O:25])=[O:24])=[O:10])([CH3:13])([CH3:14])[CH3:15]. (5) Reactant: [F:1][C:2]1[CH:7]=[CH:6][C:5]([C:8]2[CH:13]=[CH:12][CH:11]=[C:10]([CH2:14][NH:15][C:16]([C:18]3[CH:23]=[CH:22][CH:21]=[C:20]([CH:24]=O)[CH:19]=3)=[O:17])[CH:9]=2)=[CH:4][C:3]=1[CH2:26][N:27]1[CH2:32][CH2:31][N:30](C(OC(C)(C)C)=O)[C@@H:29]([CH3:40])[CH2:28]1.[NH2:41][CH2:42][C:43]1[C:48]([CH2:49][CH3:50])=[N:47][C:46]2[N:51]([CH2:54][CH3:55])[N:52]=[CH:53][C:45]=2[C:44]=1[NH:56][CH:57]1[CH2:62][CH2:61][O:60][CH2:59][CH2:58]1.C(O[BH-](OC(=O)C)OC(=O)C)(=O)C.[Na+].Cl. Product: [CH2:54]([N:51]1[C:46]2=[N:47][C:48]([CH2:49][CH3:50])=[C:43]([CH2:42][NH:41][CH2:24][C:20]3[CH:19]=[C:18]([CH:23]=[CH:22][CH:21]=3)[C:16]([NH:15][CH2:14][C:10]3[CH:9]=[C:8]([C:5]4[CH:6]=[CH:7][C:2]([F:1])=[C:3]([CH2:26][N:27]5[CH2:32][CH2:31][NH:30][C@@H:29]([CH3:40])[CH2:28]5)[CH:4]=4)[CH:13]=[CH:12][CH:11]=3)=[O:17])[C:44]([NH:56][CH:57]3[CH2:58][CH2:59][O:60][CH2:61][CH2:62]3)=[C:45]2[CH:53]=[N:52]1)[CH3:55]. The catalyst class is: 46. (6) Reactant: [C:1]([O-])([O-])=[O:2].[K+].[K+].[CH:7]([N:9]1[C:17]2[C:12](=[CH:13][CH:14]=[CH:15][CH:16]=2)[CH:11]=[C:10]1[CH3:18])=O.BrC[C:21]([O:23][C:24]([CH3:27])([CH3:26])[CH3:25])=[O:22]. Product: [C:24]([O:23][C:21](=[O:22])[CH2:7][N:9]1[C:17]2[C:12](=[CH:13][CH:14]=[CH:15][CH:16]=2)[C:11]([CH:1]=[O:2])=[C:10]1[CH3:18])([CH3:27])([CH3:26])[CH3:25]. The catalyst class is: 31. (7) Reactant: [Br:1][C:2]1[CH:7]=[CH:6][C:5]([C:8]([CH3:16])([CH3:15])[C:9](N(OC)C)=[O:10])=[CH:4][CH:3]=1.[CH3:17][Mg]Br.O.Cl. Product: [Br:1][C:2]1[CH:7]=[CH:6][C:5]([C:8]([CH3:16])([CH3:15])[C:9](=[O:10])[CH3:17])=[CH:4][CH:3]=1. The catalyst class is: 7.